Predict the product of the given reaction. From a dataset of Forward reaction prediction with 1.9M reactions from USPTO patents (1976-2016). Given the reactants ClS(N=C=O)(=O)=O.N[C:9]1[CH:18]=[CH:17][C:12]([C:13]([O:15]C)=[O:14])=[CH:11][CH:10]=1.NC1C=C(C=CC=1)C(NOCC1C=CC(F)=C(F)C=1)=O.C(N(CC)CC)C.[OH-].[Li+], predict the reaction product. The product is: [C:13]([OH:15])(=[O:14])[C:12]1[CH:17]=[CH:18][CH:9]=[CH:10][CH:11]=1.